Dataset: Reaction yield outcomes from USPTO patents with 853,638 reactions. Task: Predict the reaction yield, written as a fraction of the theoretical maximum amount of product (1.0 means a 100% yield; for example, 0.34 means a 34% yield). (1) The reactants are [F:8][C:7]([F:10])([F:9])[C:6](O[C:6](=[O:11])[C:7]([F:10])([F:9])[F:8])=[O:11].[F:14][C:15]1[CH:20]=[CH:19][C:18]([C:21]2[CH:26]=[CH:25][CH:24]=[C:23]([NH2:27])[CH:22]=2)=[CH:17][C:16]=1[N+:28]([O-:30])=[O:29].C(N(CC)CC)C. The catalyst is ClCCl. The product is [F:14][C:15]1[CH:20]=[CH:19][C:18]([C:21]2[CH:26]=[CH:25][CH:24]=[C:23]([NH:27][C:6](=[O:11])[C:7]([F:8])([F:9])[F:10])[CH:22]=2)=[CH:17][C:16]=1[N+:28]([O-:30])=[O:29]. The yield is 0.650. (2) The reactants are CO[C:3]([C:5]1[N:6]=[C:7]([C:23]#[N:24])[C:8]2[C:13]([C:14]=1[OH:15])=[CH:12][CH:11]=[C:10]([O:16][C:17]1[CH:22]=[CH:21][CH:20]=[CH:19][CH:18]=1)[CH:9]=2)=[O:4].[NH2:25][C@H:26]([CH3:31])[CH2:27][C:28]([OH:30])=[O:29].C[O-].[Na+].Cl. The catalyst is CN(C)C=O.O.ClCCl. The product is [C:23]([C:7]1[C:8]2[C:13](=[CH:12][CH:11]=[C:10]([O:16][C:17]3[CH:22]=[CH:21][CH:20]=[CH:19][CH:18]=3)[CH:9]=2)[C:14]([OH:15])=[C:5]([C:3]([NH:25][C@H:26]([CH3:31])[CH2:27][C:28]([OH:30])=[O:29])=[O:4])[N:6]=1)#[N:24]. The yield is 0.750.